From a dataset of Reaction yield outcomes from USPTO patents with 853,638 reactions. Predict the reaction yield, written as a fraction of the theoretical maximum amount of product (1.0 means a 100% yield; for example, 0.34 means a 34% yield). (1) The reactants are [CH:1]([C:3]1[CH:8]=[CH:7][C:6]([NH:9][C:10]([CH2:12][CH2:13][CH2:14][CH2:15][N:16]([CH3:43])[C:17]([CH2:19][CH2:20][N:21]2[CH2:26][CH2:25][CH:24]([O:27][C:28](=[O:42])[NH:29][C:30]3[CH:35]=[CH:34][CH:33]=[CH:32][C:31]=3[C:36]3[CH:41]=[CH:40][CH:39]=[CH:38][CH:37]=3)[CH2:23][CH2:22]2)=[O:18])=[O:11])=[CH:5][CH:4]=1)=O.C(O)(=O)C.[NH2:48][CH2:49][C@@H:50]([C:59]1[CH:68]=[CH:67][C:66]([OH:69])=[C:65]2[C:60]=1[CH:61]=[CH:62][C:63](=[O:70])[NH:64]2)[O:51][Si:52]([C:55]([CH3:58])([CH3:57])[CH3:56])([CH3:54])[CH3:53].C(Cl)Cl.C(O[BH-](OC(=O)C)OC(=O)C)(=O)C.[Na+]. The catalyst is CO. The product is [C:55]([Si:52]([CH3:54])([CH3:53])[O:51][C@H:50]([C:59]1[CH:68]=[CH:67][C:66]([OH:69])=[C:65]2[C:60]=1[CH:61]=[CH:62][C:63](=[O:70])[NH:64]2)[CH2:49][NH:48][CH2:1][C:3]1[CH:4]=[CH:5][C:6]([NH:9][C:10]([CH2:12][CH2:13][CH2:14][CH2:15][N:16]([CH3:43])[C:17]([CH2:19][CH2:20][N:21]2[CH2:22][CH2:23][CH:24]([O:27][C:28](=[O:42])[NH:29][C:30]3[CH:35]=[CH:34][CH:33]=[CH:32][C:31]=3[C:36]3[CH:37]=[CH:38][CH:39]=[CH:40][CH:41]=3)[CH2:25][CH2:26]2)=[O:18])=[O:11])=[CH:7][CH:8]=1)([CH3:58])([CH3:57])[CH3:56]. The yield is 0.820. (2) The reactants are Br[C:2]1[C:6]2[N:7]=[C:8]([Cl:12])[N:9]=[C:10]([NH2:11])[C:5]=2[S:4][CH:3]=1.[NH2:13][C:14]1[CH:15]=[C:16](B(O)O)[CH:17]=[CH:18][CH:19]=1. No catalyst specified. The product is [NH2:13][C:14]1[CH:19]=[C:18]([C:2]2[C:6]3[N:7]=[C:8]([Cl:12])[N:9]=[C:10]([NH2:11])[C:5]=3[S:4][CH:3]=2)[CH:17]=[CH:16][CH:15]=1. The yield is 0.680. (3) The reactants are [Cl:1][C:2]1[N:3]=[C:4]([NH:9][CH2:10][C:11]2[CH:16]=[CH:15][N:14]=[CH:13][CH:12]=2)[S:5][C:6]=1[CH:7]=[O:8].[C:17]([O:21][C:22](O[C:22]([O:21][C:17]([CH3:20])([CH3:19])[CH3:18])=[O:23])=[O:23])([CH3:20])([CH3:19])[CH3:18].C(N(CC)CC)C. The catalyst is ClCCl. The product is [C:17]([O:21][C:22](=[O:23])[N:9]([C:4]1[S:5][C:6]([CH:7]=[O:8])=[C:2]([Cl:1])[N:3]=1)[CH2:10][C:11]1[CH:16]=[CH:15][N:14]=[CH:13][CH:12]=1)([CH3:20])([CH3:19])[CH3:18]. The yield is 0.150.